From a dataset of Reaction yield outcomes from USPTO patents with 853,638 reactions. Predict the reaction yield, written as a fraction of the theoretical maximum amount of product (1.0 means a 100% yield; for example, 0.34 means a 34% yield). (1) The reactants are [C:1]([C:3]1[CH:4]=[CH:5][C:6]([O:26][CH3:27])=[C:7]([C:9]2[C:13]([NH:14][C:15]([C:17]3[CH:18]=[N:19][N:20]4[CH:25]=[CH:24][CH:23]=[N:22][C:21]=34)=[O:16])=[CH:12][NH:11][N:10]=2)[CH:8]=1)#[N:2].Cl[CH2:29][C:30]1[N:34]([CH3:35])[N:33]=[CH:32][CH:31]=1.C(=O)([O-])[O-].[Cs+].[Cs+]. The catalyst is CN(C=O)C.C(OCC)(=O)C. The product is [C:1]([C:3]1[CH:4]=[CH:5][C:6]([O:26][CH3:27])=[C:7]([C:9]2[C:13]([NH:14][C:15]([C:17]3[CH:18]=[N:19][N:20]4[CH:25]=[CH:24][CH:23]=[N:22][C:21]=34)=[O:16])=[CH:12][N:11]([CH2:29][C:30]3[N:34]([CH3:35])[N:33]=[CH:32][CH:31]=3)[N:10]=2)[CH:8]=1)#[N:2]. The yield is 0.320. (2) The product is [N:24]1([CH2:29][CH2:30][O:31][C:32]2[CH:33]=[CH:34][C:35]([C:38]3[CH:43]=[CH:42][C:41]([C:44]([CH3:51])([CH3:50])[C:45]([OH:47])=[O:46])=[CH:40][CH:39]=3)=[CH:36][CH:37]=2)[CH:28]=[CH:27][N:26]=[N:25]1. The catalyst is O1CCCC1.C(O)C.O.O. The yield is 0.690. The reactants are CC(C1C=CC(B2OC(C)(C)C(C)(C)O2)=CC=1)(C)C(OCC)=O.[N:24]1([CH2:29][CH2:30][O:31][C:32]2[CH:37]=[CH:36][C:35]([C:38]3[CH:43]=[CH:42][C:41]([C:44]([CH3:51])([CH3:50])[C:45]([O:47]CC)=[O:46])=[CH:40][CH:39]=3)=[CH:34][CH:33]=2)[CH:28]=[CH:27][N:26]=[N:25]1.[OH-].[Li+].